From a dataset of NCI-60 drug combinations with 297,098 pairs across 59 cell lines. Regression. Given two drug SMILES strings and cell line genomic features, predict the synergy score measuring deviation from expected non-interaction effect. (1) Drug 1: C1=CC=C(C=C1)NC(=O)CCCCCCC(=O)NO. Drug 2: C1CC(=O)NC(=O)C1N2C(=O)C3=CC=CC=C3C2=O. Cell line: RPMI-8226. Synergy scores: CSS=49.6, Synergy_ZIP=-5.21, Synergy_Bliss=-7.70, Synergy_Loewe=-44.3, Synergy_HSA=-5.54. (2) Drug 1: C1=CC(=C2C(=C1NCCNCCO)C(=O)C3=C(C=CC(=C3C2=O)O)O)NCCNCCO. Drug 2: C1=CC=C(C=C1)NC(=O)CCCCCCC(=O)NO. Cell line: COLO 205. Synergy scores: CSS=51.0, Synergy_ZIP=5.16, Synergy_Bliss=4.52, Synergy_Loewe=2.05, Synergy_HSA=6.81. (3) Drug 1: CS(=O)(=O)C1=CC(=C(C=C1)C(=O)NC2=CC(=C(C=C2)Cl)C3=CC=CC=N3)Cl. Drug 2: C(CC(=O)O)C(=O)CN.Cl. Cell line: SNB-19. Synergy scores: CSS=8.20, Synergy_ZIP=-2.28, Synergy_Bliss=1.70, Synergy_Loewe=0.582, Synergy_HSA=0.898.